From a dataset of NCI-60 drug combinations with 297,098 pairs across 59 cell lines. Regression. Given two drug SMILES strings and cell line genomic features, predict the synergy score measuring deviation from expected non-interaction effect. (1) Drug 1: C1=CC=C(C=C1)NC(=O)CCCCCCC(=O)NO. Drug 2: CC1=C(C(=CC=C1)Cl)NC(=O)C2=CN=C(S2)NC3=CC(=NC(=N3)C)N4CCN(CC4)CCO. Cell line: A498. Synergy scores: CSS=5.79, Synergy_ZIP=-2.07, Synergy_Bliss=0.00783, Synergy_Loewe=1.53, Synergy_HSA=0.719. (2) Drug 1: CC1=C2C(C(=O)C3(C(CC4C(C3C(C(C2(C)C)(CC1OC(=O)C(C(C5=CC=CC=C5)NC(=O)OC(C)(C)C)O)O)OC(=O)C6=CC=CC=C6)(CO4)OC(=O)C)OC)C)OC. Drug 2: C1CN(P(=O)(OC1)NCCCl)CCCl. Cell line: K-562. Synergy scores: CSS=35.0, Synergy_ZIP=3.81, Synergy_Bliss=-0.362, Synergy_Loewe=-41.3, Synergy_HSA=-1.29. (3) Drug 1: CCCS(=O)(=O)NC1=C(C(=C(C=C1)F)C(=O)C2=CNC3=C2C=C(C=N3)C4=CC=C(C=C4)Cl)F. Drug 2: C#CCC(CC1=CN=C2C(=N1)C(=NC(=N2)N)N)C3=CC=C(C=C3)C(=O)NC(CCC(=O)O)C(=O)O. Cell line: DU-145. Synergy scores: CSS=-1.33, Synergy_ZIP=0.115, Synergy_Bliss=2.25, Synergy_Loewe=-2.43, Synergy_HSA=-0.853. (4) Drug 1: C1CC(=O)NC(=O)C1N2CC3=C(C2=O)C=CC=C3N. Drug 2: CC(CN1CC(=O)NC(=O)C1)N2CC(=O)NC(=O)C2. Cell line: NCI-H460. Synergy scores: CSS=48.0, Synergy_ZIP=1.98, Synergy_Bliss=2.96, Synergy_Loewe=-3.72, Synergy_HSA=5.77.